From a dataset of Peptide-MHC class I binding affinity with 185,985 pairs from IEDB/IMGT. Regression. Given a peptide amino acid sequence and an MHC pseudo amino acid sequence, predict their binding affinity value. This is MHC class I binding data. (1) The peptide sequence is LSVLFLQI. The MHC is H-2-Kb with pseudo-sequence H-2-Kb. The binding affinity (normalized) is 0.462. (2) The peptide sequence is SEDGLDGFDW. The MHC is HLA-B44:02 with pseudo-sequence HLA-B44:02. The binding affinity (normalized) is 0.717.